From a dataset of Full USPTO retrosynthesis dataset with 1.9M reactions from patents (1976-2016). Predict the reactants needed to synthesize the given product. (1) Given the product [CH2:1]([N:3]1[C:7]([C:8]2[CH:13]=[CH:12][N:11]=[CH:10][CH:9]=2)=[N:6][N:5]=[C:4]1[CH:14]=[O:15])[CH3:2], predict the reactants needed to synthesize it. The reactants are: [CH2:1]([N:3]1[C:7]([C:8]2[CH:13]=[CH:12][N:11]=[CH:10][CH:9]=2)=[N:6][N:5]=[C:4]1[CH2:14][OH:15])[CH3:2]. (2) Given the product [C:1]([CH2:3][CH2:4][CH2:5][C:6]([NH:51][CH2:50][C:44]1([C:41]2[S:42][CH:43]=[C:39]([C:33]3[CH:38]=[CH:37][CH:36]=[CH:35][CH:34]=3)[N:40]=2)[CH2:49][CH2:48][O:47][CH2:46][CH2:45]1)=[O:8])#[N:2], predict the reactants needed to synthesize it. The reactants are: [C:1]([CH2:3][CH2:4][CH2:5][C:6]([OH:8])=O)#[N:2].CN(C(ON1N=NC2C=CC=NC1=2)=[N+](C)C)C.F[P-](F)(F)(F)(F)F.[C:33]1([C:39]2[N:40]=[C:41]([C:44]3([CH2:50][NH2:51])[CH2:49][CH2:48][O:47][CH2:46][CH2:45]3)[S:42][CH:43]=2)[CH:38]=[CH:37][CH:36]=[CH:35][CH:34]=1.CN1CCOCC1. (3) Given the product [ClH:33].[N:9]1([C:72]2[CH:71]=[CH:70][C:69]([S:73]([NH2:76])(=[O:74])=[O:75])=[C:68]([C:35]3[CH:40]=[CH:39][CH:38]=[CH:37][C:36]=3[S:30]([C:26]3[CH:27]=[CH:28][CH:29]=[C:24]([F:23])[CH:25]=3)(=[O:32])=[O:31])[C:67]=2[F:66])[CH2:15][CH2:14][CH2:13][NH:12][CH2:11][CH2:10]1, predict the reactants needed to synthesize it. The reactants are: NC1C=CC([N:9]2[CH2:15][CH2:14][CH2:13][N:12](C(OC(C)(C)C)=O)[CH2:11][CH2:10]2)=CC=1N.[F:23][C:24]1[CH:25]=[C:26]([S:30]([Cl:33])(=[O:32])=[O:31])[CH:27]=[CH:28][CH:29]=1.N[C:35]1[CH:40]=[C:39](N2CCCN(C(OC(C)(C)C)=O)CC2)[CH:38]=[CH:37][C:36]=1NS([C:35]1[CH:40]=[CH:39][CH:38]=[C:37](F)[CH:36]=1)(=O)=O.[F:66][C:67]1[CH:68]=[C:69]([S:73]([NH2:76])(=[O:75])=[O:74])[CH:70]=[CH:71][CH:72]=1.Cl.CCOCC. (4) Given the product [Cl:8][CH2:9][C:10]([NH:7][C:4]1[S:5][CH:6]=[C:2]([CH3:1])[N:3]=1)=[O:11], predict the reactants needed to synthesize it. The reactants are: [CH3:1][C:2]1[N:3]=[C:4]([NH2:7])[S:5][CH:6]=1.[Cl:8][CH2:9][C:10](Cl)=[O:11]. (5) Given the product [I:24][C:16]1[C:15]2[CH:14]3[CH2:19][CH:11]([CH2:12][CH2:13]3)[C:10]=2[N:9]([C:3]2[CH:4]=[CH:5][C:6]([F:8])=[CH:7][C:2]=2[F:1])[N:17]=1, predict the reactants needed to synthesize it. The reactants are: [F:1][C:2]1[CH:7]=[C:6]([F:8])[CH:5]=[CH:4][C:3]=1[N:9]1[N:17]=[C:16](N)[C:15]2[CH:14]3[CH2:19][CH:11]([CH2:12][CH2:13]3)[C:10]1=2.N([O-])=O.[Na+].[I-:24].[K+]. (6) Given the product [Cl:1][C:2]1[CH:7]=[C:6]([Cl:8])[CH:5]=[CH:4][C:3]=1[C:9]1[N:14]=[C:13]([N:43]([CH3:42])[CH2:38][CH2:37][NH:36][C:39]2[CH:40]=[CH:27][C:26]([N+:29]([O-:31])=[O:30])=[CH:25][CH:41]=2)[CH:12]=[N:11][C:10]=1[N+:16]([O-:18])=[O:17], predict the reactants needed to synthesize it. The reactants are: [Cl:1][C:2]1[CH:7]=[C:6]([Cl:8])[CH:5]=[CH:4][C:3]=1[C:9]1[C:10]([N+:16]([O-:18])=[O:17])=[N:11][CH:12]=[C:13](Br)[N:14]=1.NCCN(C)C1C=[CH:27][C:26]([N+:29]([O-:31])=[O:30])=[CH:25]N=1.C([N:36]([CH:39]([CH3:41])[CH3:40])[CH2:37][CH3:38])(C)C.[CH3:42][N:43](C=O)C.